From a dataset of Forward reaction prediction with 1.9M reactions from USPTO patents (1976-2016). Predict the product of the given reaction. (1) Given the reactants [CH3:1][O:2][C:3]1[CH:4]=[C:5]([CH:7]=[C:8]([O:10][CH3:11])[CH:9]=1)[NH2:6].Br[CH2:13][C:14]([C:16]1[CH:21]=[CH:20][C:19]([OH:22])=[C:18]([OH:23])[C:17]=1[OH:24])=[O:15].[C:25](=[O:28])(O)[O-].[Na+], predict the reaction product. The product is: [CH3:11][O:10][C:8]1[CH:7]=[C:5]([N:6]([CH2:13][C:14]([C:16]2[CH:21]=[CH:20][C:19]([OH:22])=[C:18]([OH:23])[C:25]=2[OH:28])=[O:15])[CH2:13][C:14]([C:16]2[CH:21]=[CH:20][C:19]([OH:22])=[C:18]([OH:23])[C:17]=2[OH:24])=[O:15])[CH:4]=[C:3]([O:2][CH3:1])[CH:9]=1. (2) Given the reactants [CH:1]1([N:5]2[CH2:11][CH2:10][CH2:9][N:8]([C:12]([CH:14]3[CH2:17][N:16]([C:18]([C:20]4[NH:24][C:23]5[CH:25]=[CH:26][CH:27]=[CH:28][C:22]=5[N:21]=4)=[O:19])[CH2:15]3)=[O:13])[CH2:7][CH2:6]2)[CH2:4][CH2:3][CH2:2]1.[OH-].[Na+].[CH3:31]OS(OC)(=O)=O.C(Cl)Cl, predict the reaction product. The product is: [NH3:5].[CH:1]1([N:5]2[CH2:11][CH2:10][CH2:9][N:8]([C:12]([CH:14]3[CH2:15][N:16]([C:18]([C:20]4[N:21]([CH3:31])[C:22]5[CH:28]=[CH:27][CH:26]=[CH:25][C:23]=5[N:24]=4)=[O:19])[CH2:17]3)=[O:13])[CH2:7][CH2:6]2)[CH2:4][CH2:3][CH2:2]1. (3) Given the reactants [Li]CCCC.[Cl:6][C:7]1[S:8][C:9](Cl)=[C:10]([Cl:13])[C:11]=1[Cl:12].C([O:17][C:18](=O)[C:19]([F:22])([F:21])[F:20])C, predict the reaction product. The product is: [F:20][C:19]([F:22])([F:21])[C:18]([C:9]1[S:8][C:7]([Cl:6])=[C:11]([Cl:12])[C:10]=1[Cl:13])=[O:17]. (4) The product is: [CH3:1][C:2]1[CH:3]=[C:4]([C:8]2[CH:13]=[CH:12][C:11]([CH2:14][C@H:15]([NH:21][C:22]([C:24]3([CH2:29][C:30]([OH:32])=[O:31])[CH2:28][CH2:27][CH2:26][CH2:25]3)=[O:23])[C:16]3[NH:17][N:18]=[N:19][N:20]=3)=[CH:10][CH:9]=2)[CH:5]=[CH:6][CH:7]=1. Given the reactants [CH3:1][C:2]1[CH:3]=[C:4]([C:8]2[CH:13]=[CH:12][C:11]([CH2:14][C@H:15]([NH:21][C:22]([C:24]3([CH2:29][C:30]([O:32]CC4C=CC=CC=4)=[O:31])[CH2:28][CH2:27][CH2:26][CH2:25]3)=[O:23])[C:16]3[NH:20][N:19]=[N:18][N:17]=3)=[CH:10][CH:9]=2)[CH:5]=[CH:6][CH:7]=1, predict the reaction product. (5) The product is: [Cl:21][C:11]1[C:12]2[CH:17]=[CH:16][NH:15][C:13]=2[N:14]=[C:9]([S:8][C:5]2[CH:6]=[CH:7][C:2]([F:1])=[CH:3][CH:4]=2)[N:10]=1. Given the reactants [F:1][C:2]1[CH:7]=[CH:6][C:5]([S:8][C:9]2[N:10]=[C:11](O)[C:12]3[CH:17]=[CH:16][NH:15][C:13]=3[N:14]=2)=[CH:4][CH:3]=1.P(Cl)(Cl)([Cl:21])=O, predict the reaction product. (6) Given the reactants CC#N.[F:4][C:5]1[CH:6]=[C:7]([C:11]2[CH:16]=[C:15]([O:17][CH3:18])[CH:14]=[CH:13][N:12]=2)[CH:8]=[CH:9][CH:10]=1.[Br:19]N1C(=O)CCC1=O.CCOC(C)=O, predict the reaction product. The product is: [Br:19][C:14]1[C:15]([O:17][CH3:18])=[CH:16][C:11]([C:7]2[CH:8]=[CH:9][CH:10]=[C:5]([F:4])[CH:6]=2)=[N:12][CH:13]=1.